From a dataset of CYP3A4 inhibition data for predicting drug metabolism from PubChem BioAssay. Regression/Classification. Given a drug SMILES string, predict its absorption, distribution, metabolism, or excretion properties. Task type varies by dataset: regression for continuous measurements (e.g., permeability, clearance, half-life) or binary classification for categorical outcomes (e.g., BBB penetration, CYP inhibition). Dataset: cyp3a4_veith. The result is 0 (non-inhibitor). The drug is CCc1nnc(NC=C2C(=O)OC(C)(C)OC2=O)s1.